This data is from Full USPTO retrosynthesis dataset with 1.9M reactions from patents (1976-2016). The task is: Predict the reactants needed to synthesize the given product. (1) The reactants are: [F:1][C:2]1[CH:31]=[CH:30][C:5]([C:6](/[N:8]=[C:9](\[NH:17][C:18]2[NH:22][N:21]=[C:20]([C:23]3[CH:28]=[CH:27][C:26]([F:29])=[CH:25][CH:24]=3)[CH:19]=2)/[N:10]2[CH2:14][CH2:13][CH2:12][C@H:11]2[CH2:15]O)=[O:7])=[CH:4][CH:3]=1.C1(P(C2C=CC=CC=2)C2C=CC=CC=2)C=CC=CC=1.CC(OC(/N=N/C(OC(C)C)=O)=O)C. Given the product [F:1][C:2]1[CH:31]=[CH:30][C:5]([C:6](/[N:8]=[C:9]2\[NH:17][C:18]3[N:22]([N:21]=[C:20]([C:23]4[CH:28]=[CH:27][C:26]([F:29])=[CH:25][CH:24]=4)[CH:19]=3)[CH2:15][C@@H:11]3[CH2:12][CH2:13][CH2:14][N:10]\23)=[O:7])=[CH:4][CH:3]=1, predict the reactants needed to synthesize it. (2) Given the product [CH3:16][NH:15][C:12]1[CH:13]=[CH:14][C:9]([CH2:1][CH2:2][CH2:3][CH2:4][CH2:5][CH2:6][CH2:7][CH3:8])=[CH:10][CH:11]=1, predict the reactants needed to synthesize it. The reactants are: [CH2:1]([C:9]1[CH:14]=[CH:13][C:12]([N:15](C)[C:16](=O)OC(C)(C)C)=[CH:11][CH:10]=1)[CH2:2][CH2:3][CH2:4][CH2:5][CH2:6][CH2:7][CH3:8]. (3) Given the product [CH:17]1([CH2:16][NH:15][CH2:14][CH2:13][C:10]2[CH:11]=[CH:12][C:7]([CH2:6][N:1]3[CH2:5][CH2:4][CH2:3][CH2:2]3)=[CH:8][CH:9]=2)[CH2:22][CH2:21][CH:20]=[CH:19][CH2:18]1, predict the reactants needed to synthesize it. The reactants are: [N:1]1([CH2:6][C:7]2[CH:12]=[CH:11][C:10]([CH2:13][CH2:14][NH2:15])=[CH:9][CH:8]=2)[CH2:5][CH2:4][CH2:3][CH2:2]1.[CH:16](=O)[CH:17]1[CH2:22][CH:21]=[CH:20][CH2:19][CH2:18]1. (4) Given the product [CH3:31][C:30]1[O:26][N:27]=[C:28]([NH:33][C:16]([C:13]2[CH:14]=[CH:15][C:10]3[N:9]=[C:8]4[C:2](=[O:1])[NH:3][CH2:4][CH2:5][CH2:6][N:7]4[C:11]=3[CH:12]=2)=[O:18])[CH:29]=1, predict the reactants needed to synthesize it. The reactants are: [O:1]=[C:2]1[C:8]2=[N:9][C:10]3[CH:15]=[CH:14][C:13]([C:16]([OH:18])=O)=[CH:12][C:11]=3[N:7]2[CH2:6][CH2:5][CH2:4][NH:3]1.CN(C([O:26][N:27]1N=N[C:29]2[CH:30]=[CH:31]C=[N:33][C:28]1=2)=[N+](C)C)C.F[P-](F)(F)(F)(F)F.CCN(P1(N(C)CCCN1)=NC(C)(C)C)CC.CC1ON=C(N)C=1. (5) Given the product [ClH:33].[CH3:32][N:2]([CH3:1])[C:3]1([C:25]2[CH:30]=[CH:29][CH:28]=[C:27]([F:31])[CH:26]=2)[CH2:8][CH2:7][CH:6]([CH2:9][C:10]([NH:12][CH:13]([CH3:24])[CH2:14][C:15]2[C:23]3[C:18](=[CH:19][CH:20]=[CH:21][CH:22]=3)[NH:17][CH:16]=2)=[O:11])[CH2:5][CH2:4]1, predict the reactants needed to synthesize it. The reactants are: [CH3:1][N:2]([CH3:32])[C:3]1([C:25]2[CH:30]=[CH:29][CH:28]=[C:27]([F:31])[CH:26]=2)[CH2:8][CH2:7][CH:6]([CH2:9][C:10]([NH:12][CH:13]([CH3:24])[CH2:14][C:15]2[C:23]3[C:18](=[CH:19][CH:20]=[CH:21][CH:22]=3)[NH:17][CH:16]=2)=[O:11])[CH2:5][CH2:4]1.[ClH:33]. (6) Given the product [CH2:1]([C:3]1[CH:4]=[C:5]([CH:8]=[CH:9][CH:10]=1)[C:6]([NH:12][OH:13])=[NH:7])[CH3:2], predict the reactants needed to synthesize it. The reactants are: [CH2:1]([C:3]1[CH:4]=[C:5]([CH:8]=[CH:9][CH:10]=1)[C:6]#[N:7])[CH3:2].Cl.[NH2:12][OH:13].[OH-].[Na+]. (7) Given the product [O:18]=[C:19]1[C:27]2[C:22](=[CH:23][CH:24]=[CH:25][CH:26]=2)[C:21](=[O:28])[N:7]1[CH2:8][C:9]1[CH:10]=[CH:11][C:12]([C:13]([OH:15])=[O:14])=[CH:16][CH:17]=1, predict the reactants needed to synthesize it. The reactants are: C(=O)([O-])[O-].[Na+].[Na+].[NH2:7][CH2:8][C:9]1[CH:17]=[CH:16][C:12]([C:13]([OH:15])=[O:14])=[CH:11][CH:10]=1.[O:18]=[C:19]1[C:27]2[C:22](=[CH:23][CH:24]=[CH:25][CH:26]=2)[C:21](=[O:28])N1C(OCC)=O.Cl. (8) The reactants are: [OH:1][CH2:2][CH2:3][N:4]([CH3:12])[C:5](=[O:11])[O:6][C:7]([CH3:10])([CH3:9])[CH3:8].CCN(CC)CC.[S:20](Cl)([C:23]1[CH:29]=[CH:28][C:26]([CH3:27])=[CH:25][CH:24]=1)(=[O:22])=[O:21]. Given the product [CH3:27][C:26]1[CH:28]=[CH:29][C:23]([S:20]([O:1][CH2:2][CH2:3][N:4]([C:5]([O:6][C:7]([CH3:8])([CH3:9])[CH3:10])=[O:11])[CH3:12])(=[O:22])=[O:21])=[CH:24][CH:25]=1, predict the reactants needed to synthesize it.